Predict the reactants needed to synthesize the given product. From a dataset of Full USPTO retrosynthesis dataset with 1.9M reactions from patents (1976-2016). (1) Given the product [CH3:19][N:20]([CH2:11][C:9]1[S:10][C:5]2[C:4]([N:13]3[CH2:18][CH2:17][O:16][CH2:15][CH2:14]3)=[N:3][C:2]([C:54]3[CH:59]=[N:58][C:57]([NH2:60])=[CH:56][CH:55]=3)=[N:7][C:6]=2[CH:8]=1)[CH:21]1[CH2:26][CH2:25][N:24]([CH3:27])[CH2:23][CH2:22]1, predict the reactants needed to synthesize it. The reactants are: Cl[C:2]1[N:3]=[C:4]([N:13]2[CH2:18][CH2:17][O:16][CH2:15][CH2:14]2)[C:5]2[S:10][C:9]([CH:11]=O)=[CH:8][C:6]=2[N:7]=1.[CH3:19][NH:20][CH:21]1[CH2:26][CH2:25][N:24]([CH3:27])[CH2:23][CH2:22]1.CC(O)=O.[BH-](OC(C)=O)(OC(C)=O)OC(C)=O.[Na+].CC1(C)C(C)(C)OB([C:54]2[CH:55]=[CH:56][C:57]([NH2:60])=[N:58][CH:59]=2)O1. (2) Given the product [CH2:1]([O:8][C@@H:9]1[C@@H:14]([O:15][CH2:16][C:17]2[CH:22]=[CH:21][CH:20]=[CH:19][CH:18]=2)[C@H:13]([O:23][CH2:24][C:25]2[CH:30]=[CH:29][CH:28]=[CH:27][CH:26]=2)[C@@H:12]([CH2:31][O:32][CH2:33][C:34]2[CH:35]=[CH:36][CH:37]=[CH:38][CH:39]=2)[O:11][CH:10]1[C:40]1[C:48]2[O:47][CH2:46][CH2:45][C:44]=2[C:43]([Cl:49])=[C:42]([CH2:50][OH:51])[CH:41]=1)[C:2]1[CH:7]=[CH:6][CH:5]=[CH:4][CH:3]=1, predict the reactants needed to synthesize it. The reactants are: [CH2:1]([O:8][C@@H:9]1[C@@H:14]([O:15][CH2:16][C:17]2[CH:22]=[CH:21][CH:20]=[CH:19][CH:18]=2)[C@H:13]([O:23][CH2:24][C:25]2[CH:30]=[CH:29][CH:28]=[CH:27][CH:26]=2)[C@@H:12]([CH2:31][O:32][CH2:33][C:34]2[CH:39]=[CH:38][CH:37]=[CH:36][CH:35]=2)[O:11][CH:10]1[C:40]1[C:48]2[O:47][CH2:46][CH2:45][C:44]=2[C:43]([Cl:49])=[C:42]([CH2:50][O:51][Si](C(C)(C)C)(C2C=CC=CC=2)C2C=CC=CC=2)[CH:41]=1)[C:2]1[CH:7]=[CH:6][CH:5]=[CH:4][CH:3]=1.[F-].C([N+](CCCC)(CCCC)CCCC)CCC.